This data is from Full USPTO retrosynthesis dataset with 1.9M reactions from patents (1976-2016). The task is: Predict the reactants needed to synthesize the given product. (1) Given the product [C:19]([C:21]1[CH:26]=[CH:25][N:24]=[C:23]([C:27]2[NH:10][CH2:9][C:8]([C:12]3[CH:13]=[CH:14][C:15]([F:18])=[CH:16][CH:17]=3)([C:5]3[CH:4]=[CH:3][C:2]([F:1])=[CH:7][CH:6]=3)[N:11]=2)[CH:22]=1)#[N:20], predict the reactants needed to synthesize it. The reactants are: [F:1][C:2]1[CH:7]=[CH:6][C:5]([C:8]([C:12]2[CH:17]=[CH:16][C:15]([F:18])=[CH:14][CH:13]=2)([NH2:11])[CH2:9][NH2:10])=[CH:4][CH:3]=1.[C:19]([C:21]1[CH:26]=[CH:25][N:24]=[C:23]([C:27](OCC)=O)[CH:22]=1)#[N:20]. (2) Given the product [Br-:30].[CH2:19]([NH:18][CH:11]([C:12]1[CH:17]=[CH:16][CH:15]=[CH:14][CH:13]=1)[C:10]([O:9][C@@H:3]1[CH:4]2[CH2:5][CH2:6][N+:1]([CH2:31][C:32]([C:34]3[O:38][N:37]=[C:36]([C:39]([O:41][CH2:42][CH3:43])=[O:40])[CH:35]=3)=[O:33])([CH2:8][CH2:7]2)[CH2:2]1)=[O:26])[C:20]1[CH:25]=[CH:24][CH:23]=[CH:22][CH:21]=1, predict the reactants needed to synthesize it. The reactants are: [N:1]12[CH2:8][CH2:7][CH:4]([CH2:5][CH2:6]1)[C@@H:3]([O:9][C:10](=[O:26])[CH:11]([NH:18][CH2:19][C:20]1[CH:25]=[CH:24][CH:23]=[CH:22][CH:21]=1)[C:12]1[CH:17]=[CH:16][CH:15]=[CH:14][CH:13]=1)[CH2:2]2.C(#N)C.[Br:30][CH2:31][C:32]([C:34]1[O:38][N:37]=[C:36]([C:39]([O:41][CH2:42][CH3:43])=[O:40])[CH:35]=1)=[O:33]. (3) The reactants are: [CH3:1][O:2][C:3](=[O:45])[NH:4][C@H:5]([C:10]([NH:12][N:13]([CH2:37][C:38]1[CH:43]=[CH:42][CH:41]=[C:40](Br)[CH:39]=1)[CH2:14][C@:15]([OH:36])([C:23](=[O:35])[NH:24][C@H:25]1[C:33]2[C:28](=[CH:29][CH:30]=[CH:31][CH:32]=2)[CH2:27][C@H:26]1[OH:34])[CH2:16][C:17]1[CH:22]=[CH:21][CH:20]=[CH:19][CH:18]=1)=[O:11])[C:6]([CH3:9])([CH3:8])[CH3:7].[C:46]([C:48]1[CH:53]=[CH:52][CH:51]=[CH:50][N:49]=1)#[CH:47].N(CC)CC.CN(C=O)C. Given the product [CH3:1][O:2][C:3](=[O:45])[NH:4][C@H:5]([C:10]([NH:12][N:13]([CH2:14][C@:15]([OH:36])([C:23](=[O:35])[NH:24][C@H:25]1[C:33]2[C:28](=[CH:29][CH:30]=[CH:31][CH:32]=2)[CH2:27][C@H:26]1[OH:34])[CH2:16][C:17]1[CH:22]=[CH:21][CH:20]=[CH:19][CH:18]=1)[CH2:37][C:38]1[CH:43]=[CH:42][CH:41]=[C:40]([C:47]#[C:46][C:48]2[CH:53]=[CH:52][CH:51]=[CH:50][N:49]=2)[CH:39]=1)=[O:11])[C:6]([CH3:9])([CH3:8])[CH3:7], predict the reactants needed to synthesize it.